This data is from Forward reaction prediction with 1.9M reactions from USPTO patents (1976-2016). The task is: Predict the product of the given reaction. Given the reactants FC(F)(F)C(O)=O.[OH:8][C:9]1[C:10]2[N:11]([CH:22]=[C:23]([CH3:25])[N:24]=2)[CH:12]=[C:13]([N:15]2[CH:20]=[CH:19][CH:18]=[CH:17][C:16]2=[O:21])[CH:14]=1.C(=O)([O-])[O-].[K+].[K+].Br[CH2:33][C:34]1[C:39]([CH3:40])=[CH:38][CH:37]=[CH:36][C:35]=1[CH3:41], predict the reaction product. The product is: [CH3:41][C:35]1[CH:36]=[CH:37][CH:38]=[C:39]([CH3:40])[C:34]=1[CH2:33][O:8][C:9]1[C:10]2[N:11]([CH:22]=[C:23]([CH3:25])[N:24]=2)[CH:12]=[C:13]([N:15]2[CH:20]=[CH:19][CH:18]=[CH:17][C:16]2=[O:21])[CH:14]=1.